From a dataset of Peptide-MHC class I binding affinity with 185,985 pairs from IEDB/IMGT. Regression. Given a peptide amino acid sequence and an MHC pseudo amino acid sequence, predict their binding affinity value. This is MHC class I binding data. (1) The peptide sequence is SSARYDVAL. The MHC is HLA-B18:01 with pseudo-sequence HLA-B18:01. The binding affinity (normalized) is 0.0847. (2) The peptide sequence is SIMAFILGII. The MHC is HLA-A02:03 with pseudo-sequence HLA-A02:03. The binding affinity (normalized) is 0.843.